Dataset: Forward reaction prediction with 1.9M reactions from USPTO patents (1976-2016). Task: Predict the product of the given reaction. (1) Given the reactants C[C:2]1[CH:10]=[C:9](C)[CH:8]=[C:7]([CH3:12])[C:3]=1[C:4](Cl)=[O:5].[OH:13]/[N:14]=[C:15](/[C:17]1[CH:25]=[CH:24][C:20]2[O:21][CH2:22][O:23][C:19]=2[CH:18]=1)\[NH2:16], predict the reaction product. The product is: [CH2:12]([C:7]1[CH:8]=[CH:9][CH:10]=[CH:2][C:3]=1[C:4]([O:13]/[N:14]=[C:15](/[C:17]1[CH:25]=[CH:24][C:20]2[O:21][CH2:22][O:23][C:19]=2[CH:18]=1)\[NH2:16])=[O:5])[C:2]1[CH:10]=[CH:9][CH:8]=[CH:7][CH:3]=1. (2) Given the reactants [NH2:1][C:2]1[N:11]=[C:10]([CH3:12])[C:9]2[C:8](=O)[CH2:7][CH:6]([C:14]3[CH:19]=[CH:18][CH:17]=[CH:16][C:15]=3[C:20]3[CH:25]=[CH:24][CH:23]=[CH:22][N:21]=3)[CH2:5][C:4]=2[N:3]=1.NC1N=C(C)C2C(=[N:38][OH:39])CC(C3C=CC=CC=3C3C=CC=CC=3)CC=2N=1, predict the reaction product. The product is: [NH2:1][C:2]1[N:11]=[C:10]([CH3:12])[C:9]2[C:8](=[N:38][OH:39])[CH2:7][CH:6]([C:14]3[CH:19]=[CH:18][CH:17]=[CH:16][C:15]=3[C:20]3[CH:25]=[CH:24][CH:23]=[CH:22][N:21]=3)[CH2:5][C:4]=2[N:3]=1. (3) The product is: [OH:2][C:3]1[CH:4]=[C:5]2[C:10](=[CH:11][CH:12]=1)[C:9]([O:13][C:14]1[CH:15]=[CH:16][C:17](/[CH:20]=[CH:21]/[C:22]([OH:24])=[O:23])=[CH:18][CH:19]=1)=[C:8]([C:25]1[CH:30]=[CH:29][CH:28]=[CH:27][CH:26]=1)[C:7]([CH2:31][CH2:32][C:33]([F:34])([F:35])[F:36])=[CH:6]2. Given the reactants C[O:2][C:3]1[CH:4]=[C:5]2[C:10](=[CH:11][CH:12]=1)[C:9]([O:13][C:14]1[CH:19]=[CH:18][C:17](/[CH:20]=[CH:21]/[C:22]([OH:24])=[O:23])=[CH:16][CH:15]=1)=[C:8]([C:25]1[CH:30]=[CH:29][CH:28]=[CH:27][CH:26]=1)[C:7]([CH2:31][CH2:32][C:33]([F:36])([F:35])[F:34])=[CH:6]2.B(Br)(Br)Br, predict the reaction product. (4) Given the reactants [Br:1][C:2]1[CH:7]=[CH:6][C:5]([C:8]([NH:10][NH:11]C(OC(C)(C)C)=O)=[O:9])=[C:4]([F:19])[CH:3]=1.Cl, predict the reaction product. The product is: [Br:1][C:2]1[CH:7]=[CH:6][C:5]([C:8]([NH:10][NH2:11])=[O:9])=[C:4]([F:19])[CH:3]=1. (5) The product is: [F:10][C:7]1[CH:8]=[CH:9][C:4]2[CH:3]=[CH:2][O:11][C:5]=2[CH:6]=1. Given the reactants Br[C:2](Br)=[CH:3][C:4]1[CH:9]=[CH:8][C:7]([F:10])=[CH:6][C:5]=1[OH:11].[O-]P([O-])([O-])=O.[K+].[K+].[K+], predict the reaction product. (6) Given the reactants ClC1C=CC(C2C3C(C)=NN(C4CN(C(OC(C)(C)C)=O)C4)C=3C(=O)N2C2C=C(C)C3N(C(C)=NN=3)C=2)=CC=1.[Cl:40][C:41]1[CH:46]=[CH:45][C:44]([CH:47]2[C:54]3[C:53]([CH3:55])=[N:52][N:51]([CH:56]([CH3:58])[CH3:57])[C:50]=3[C:49](=[O:59])[N:48]2[C:60]2[CH:61]=[C:62]([CH3:70])[C:63]3[N:64]([C:66]([CH3:69])=[N:67][N:68]=3)[CH:65]=2)=[C:43]([F:71])[CH:42]=1, predict the reaction product. The product is: [Cl:40][C:41]1[CH:46]=[CH:45][C:44]([C@@H:47]2[C:54]3[C:53]([CH3:55])=[N:52][N:51]([CH:56]([CH3:58])[CH3:57])[C:50]=3[C:49](=[O:59])[N:48]2[C:60]2[CH:61]=[C:62]([CH3:70])[C:63]3[N:64]([C:66]([CH3:69])=[N:67][N:68]=3)[CH:65]=2)=[C:43]([F:71])[CH:42]=1. (7) Given the reactants [C:1]([C:3]1[CH:8]=[CH:7][C:6]([C:9]2[O:10][CH:11]=[C:12]([C:14]([OH:16])=O)[N:13]=2)=[C:5]([F:17])[CH:4]=1)#[N:2].[C:18]([O:22][C:23]([N:25]1[CH2:30][CH2:29][CH:28]([NH:31][CH:32]2[CH2:34][CH2:33]2)[CH2:27][CH2:26]1)=[O:24])([CH3:21])([CH3:20])[CH3:19], predict the reaction product. The product is: [C:18]([O:22][C:23]([N:25]1[CH2:30][CH2:29][CH:28]([N:31]([C:14]([C:12]2[N:13]=[C:9]([C:6]3[CH:7]=[CH:8][C:3]([C:1]#[N:2])=[CH:4][C:5]=3[F:17])[O:10][CH:11]=2)=[O:16])[CH:32]2[CH2:33][CH2:34]2)[CH2:27][CH2:26]1)=[O:24])([CH3:21])([CH3:19])[CH3:20]. (8) Given the reactants [Cl:1][C:2]1[CH:3]=[N:4][CH:5]=[C:6]([Cl:27])[C:7]=1[NH:8][C:9]([C:11]1[C:19]2[C:18]3[CH:20]=[C:21]([NH2:24])[CH:22]=[CH:23][C:17]=3[O:16][C:15]=2[C:14]([O:25][CH3:26])=[CH:13][CH:12]=1)=[O:10].[C:28](Cl)(=[O:30])[CH3:29].N1C=CC=CC=1, predict the reaction product. The product is: [Cl:1][C:2]1[CH:3]=[N:4][CH:5]=[C:6]([Cl:27])[C:7]=1[NH:8][C:9]([C:11]1[C:19]2[C:18]3[CH:20]=[C:21]([NH:24][C:28](=[O:30])[CH3:29])[CH:22]=[CH:23][C:17]=3[O:16][C:15]=2[C:14]([O:25][CH3:26])=[CH:13][CH:12]=1)=[O:10]. (9) Given the reactants [Br:1][C:2]1[CH:10]=[CH:9][C:5]([C:6]([OH:8])=O)=[CH:4][C:3]=1[O:11][CH3:12].C(=O)([O-])[O-].[K+].[K+].Cl.[F:20][CH:21]1[CH2:24][NH:23][CH2:22]1.CN(C(ON1N=NC2C=CC=NC1=2)=[N+](C)C)C.F[P-](F)(F)(F)(F)F, predict the reaction product. The product is: [Br:1][C:2]1[CH:10]=[CH:9][C:5]([C:6]([N:23]2[CH2:24][CH:21]([F:20])[CH2:22]2)=[O:8])=[CH:4][C:3]=1[O:11][CH3:12]. (10) Given the reactants [CH3:1][O:2][C:3]([C@@H:5]([N:13]1[CH2:21][C:17]2[CH:18]=[CH:19][S:20][C:16]=2[CH2:15][CH2:14]1)[C:6]1[CH:7]=[CH:8][CH:9]=[CH:10][C:11]=1[Cl:12])=[O:4].O.[CH:23]1[C:32]2[C:27](=[CH:28][CH:29]=[CH:30][CH:31]=2)[CH:26]=[CH:25][C:24]=1[S:33]([OH:36])(=[O:35])=[O:34], predict the reaction product. The product is: [CH3:1][O:2][C:3]([C@@H:5]([N:13]1[CH2:21][C:17]2[CH:18]=[CH:19][S:20][C:16]=2[CH2:15][CH2:14]1)[C:6]1[CH:7]=[CH:8][CH:9]=[CH:10][C:11]=1[Cl:12])=[O:4].[CH:23]1[C:32]2[C:27](=[CH:28][CH:29]=[CH:30][CH:31]=2)[CH:26]=[CH:25][C:24]=1[S:33]([O-:36])(=[O:35])=[O:34].